This data is from Full USPTO retrosynthesis dataset with 1.9M reactions from patents (1976-2016). The task is: Predict the reactants needed to synthesize the given product. (1) Given the product [F:1][C:2]1[CH:3]=[CH:4][C:5]2[S:9][CH:8]=[C:7]([CH2:10][CH2:11][CH2:12][N:13]([CH2:14][CH2:15][CH3:16])[CH:17]3[CH2:26][C:25]4[C:20](=[CH:21][CH:22]=[CH:23][C:24]=4[O:27][CH3:28])[O:19][CH2:18]3)[C:6]=2[CH:30]=1, predict the reactants needed to synthesize it. The reactants are: [F:1][C:2]1[CH:3]=[CH:4][C:5]2[S:9][CH:8]=[C:7]([CH:10](O)[CH2:11][CH2:12][N:13]([CH:17]3[CH2:26][C:25]4[C:20](=[CH:21][CH:22]=[CH:23][C:24]=4[O:27][CH3:28])[O:19][CH2:18]3)[CH2:14][CH2:15][CH3:16])[C:6]=2[CH:30]=1.C([SiH](CC)CC)C.FC(F)(F)C(O)=O. (2) Given the product [Br:13][C:14]1[CH:19]=[CH:18][CH:17]=[CH:16][C:15]=1[CH:20]1[CH2:21][C:5](=[O:11])[CH:6]=[C:7]([OH:8])[CH2:9]1, predict the reactants needed to synthesize it. The reactants are: [Na].C[O-].[Na+].[C:5]([O:11]C)(=O)[CH2:6][C:7]([CH3:9])=[O:8].[Br:13][C:14]1[CH:19]=[CH:18][CH:17]=[CH:16][C:15]=1/[CH:20]=[CH:21]/C(=O)C. (3) Given the product [C:1]([C:5]1[O:9][N:8]=[C:7]([NH:10][C:11](=[O:22])[C:12]([SH:14]([CH2:15][CH:16]2[CH2:20][CH2:19][NH:18][CH2:17]2)[S:33]([CH3:32])(=[O:35])=[O:34])([CH3:13])[CH3:21])[CH:6]=1)([CH3:2])([CH3:3])[CH3:4], predict the reactants needed to synthesize it. The reactants are: [C:1]([C:5]1[O:9][N:8]=[C:7]([NH:10][C:11](=[O:22])[C:12]([CH3:21])([S:14][CH2:15][CH:16]2[CH2:20][CH2:19][NH:18][CH2:17]2)[CH3:13])[CH:6]=1)([CH3:4])([CH3:3])[CH3:2].C(N(CC)C(C)C)(C)C.[CH3:32][S:33](Cl)(=[O:35])=[O:34]. (4) Given the product [NH2:1][C:4]1[CH:5]=[C:6]([NH:11][C:12]2[N:17]=[C:16]([C:18]3[CH:19]=[N:20][CH:21]=[CH:22][CH:23]=3)[CH:15]=[CH:14][N:13]=2)[C:7]([CH3:10])=[N:8][CH:9]=1, predict the reactants needed to synthesize it. The reactants are: [N+:1]([C:4]1[CH:5]=[C:6]([NH:11][C:12]2[N:17]=[C:16]([C:18]3[CH:19]=[N:20][CH:21]=[CH:22][CH:23]=3)[CH:15]=[CH:14][N:13]=2)[C:7]([CH3:10])=[N:8][CH:9]=1)([O-])=O.O.NN. (5) The reactants are: [NH2:1][C@@H:2]([CH2:5][C:6]1[CH:11]=[CH:10][CH:9]=[CH:8][CH:7]=1)[CH2:3][OH:4].C([O-])([O-])=O.[K+].[K+].[Br:18][C:19]1[CH:20]=[C:21]([CH:26]=[CH:27][C:28]=1[CH2:29]Br)[C:22]([O:24][CH3:25])=[O:23]. Given the product [Br:18][C:19]1[CH:20]=[C:21]([CH:26]=[CH:27][C:28]=1[CH2:29][NH:1][C@@H:2]([CH2:5][C:6]1[CH:11]=[CH:10][CH:9]=[CH:8][CH:7]=1)[CH2:3][OH:4])[C:22]([O:24][CH3:25])=[O:23], predict the reactants needed to synthesize it. (6) Given the product [O:28]1[CH2:29][CH2:30][N:25]([C:2]2[CH:3]=[C:4]([CH:7]=[C:8]([N:10]3[CH2:15][CH2:14][C:13]4[N:16]=[C:17]([C:19]5[CH:24]=[CH:23][CH:22]=[CH:21][N:20]=5)[O:18][C:12]=4[CH2:11]3)[CH:9]=2)[C:5]#[N:6])[CH2:26][CH2:27]1, predict the reactants needed to synthesize it. The reactants are: Br[C:2]1[CH:3]=[C:4]([CH:7]=[C:8]([N:10]2[CH2:15][CH2:14][C:13]3[N:16]=[C:17]([C:19]4[CH:24]=[CH:23][CH:22]=[CH:21][N:20]=4)[O:18][C:12]=3[CH2:11]2)[CH:9]=1)[C:5]#[N:6].[NH:25]1[CH2:30][CH2:29][O:28][CH2:27][CH2:26]1.C(O[Na])(C)(C)C.C1C=CC(P(C2C(C3C(P(C4C=CC=CC=4)C4C=CC=CC=4)=CC=C4C=3C=CC=C4)=C3C(C=CC=C3)=CC=2)C2C=CC=CC=2)=CC=1. (7) Given the product [CH:1]([N:3]1[CH2:7][CH2:6][CH2:5][C:4]1=[O:8])=[CH2:2].[C:9]([O:12][CH:13]=[CH2:14])(=[O:11])[CH3:10], predict the reactants needed to synthesize it. The reactants are: [CH:1]([N:3]1[CH2:7][CH2:6][CH2:5][C:4]1=[O:8])=[CH2:2].[C:9]([O:12][CH:13]=[CH2:14])(=[O:11])[CH3:10].C(CC(C)(C)C(O[O-])=O)(C)(C)C.O.